This data is from Forward reaction prediction with 1.9M reactions from USPTO patents (1976-2016). The task is: Predict the product of the given reaction. (1) Given the reactants Cl[C:2]1[C:11]2[C:6](=[CH:7][CH:8]=[CH:9][CH:10]=2)[C:5]([OH:12])=[C:4]([C:13]([NH:15][CH2:16][C:17]([OH:19])=[O:18])=[O:14])[N:3]=1.[CH3:20][O:21][C:22]1[CH:27]=[CH:26][C:25]([SH:28])=[CH:24][CH:23]=1, predict the reaction product. The product is: [OH:12][C:5]1[C:6]2[C:11](=[CH:10][CH:9]=[CH:8][CH:7]=2)[C:2]([S:28][C:25]2[CH:26]=[CH:27][C:22]([O:21][CH3:20])=[CH:23][CH:24]=2)=[N:3][C:4]=1[C:13]([NH:15][CH2:16][C:17]([OH:19])=[O:18])=[O:14]. (2) The product is: [OH:1][C:2]1[CH:10]=[CH:9][C:5]([C:6]([N:29]2[CH2:28][CH2:27][O:26][C:25]3[N:20]=[CH:21][C:22]([CH3:31])=[CH:23][C:24]2=3)=[O:8])=[CH:4][C:3]=1[C:11]([F:14])([F:13])[F:12]. Given the reactants [OH:1][C:2]1[CH:10]=[CH:9][C:5]([C:6]([OH:8])=O)=[CH:4][C:3]=1[C:11]([F:14])([F:13])[F:12].S(Cl)(Cl)=O.C[N:20]1[CH:25]2[O:26][CH2:27][CH2:28][NH:29][C:24]2=[CH:23][CH:22]=[CH:21]1.O.[CH3:31]N(C)C(=O)C, predict the reaction product. (3) Given the reactants [Li+].CC([N-]C(C)C)C.[O:9]=[C:10]([CH3:25])[CH2:11][CH:12]1[CH2:17][CH2:16][N:15]([C:18]([O:20][C:21]([CH3:24])([CH3:23])[CH3:22])=[O:19])[CH2:14][CH2:13]1.Cl[Si:27]([CH3:30])([CH3:29])[CH3:28].C([O-])(O)=O.[Na+], predict the reaction product. The product is: [CH3:28][Si:27]([CH3:30])([CH3:29])[O:9][C:10](=[CH2:25])[CH2:11][CH:12]1[CH2:13][CH2:14][N:15]([C:18]([O:20][C:21]([CH3:24])([CH3:23])[CH3:22])=[O:19])[CH2:16][CH2:17]1.